From a dataset of Forward reaction prediction with 1.9M reactions from USPTO patents (1976-2016). Predict the product of the given reaction. (1) Given the reactants Br[C:2]1[CH:24]=[CH:23][C:5]([C:6]([N:8]2[CH2:13][CH2:12][N:11]([C:14]3[CH:19]=[CH:18][C:17]([CH3:20])=[CH:16][C:15]=3[CH3:21])[C:10](=[O:22])[CH2:9]2)=[O:7])=[C:4]([S:25]([CH3:28])(=[O:27])=[O:26])[CH:3]=1.[O:29]1[CH2:33][CH2:32][NH:31][C:30]1=[O:34].C(=O)([O-])[O-].[K+].[K+].CNCCNC, predict the reaction product. The product is: [CH3:21][C:15]1[CH:16]=[C:17]([CH3:20])[CH:18]=[CH:19][C:14]=1[N:11]1[CH2:12][CH2:13][N:8]([C:6]([C:5]2[CH:23]=[CH:24][C:2]([N:31]3[CH2:32][CH2:33][O:29][C:30]3=[O:34])=[CH:3][C:4]=2[S:25]([CH3:28])(=[O:27])=[O:26])=[O:7])[CH2:9][C:10]1=[O:22]. (2) Given the reactants Br[C:2]1[CH:7]=[CH:6][C:5]([Br:8])=[CH:4][C:3]=1[N+:9]([O-:11])=[O:10], predict the reaction product. The product is: [Br:8][C:5]1[CH:6]=[CH:7][C:2]([C:2]2[CH:7]=[CH:6][C:5]([Br:8])=[CH:4][C:3]=2[N+:9]([O-:11])=[O:10])=[C:3]([N+:9]([O-:11])=[O:10])[CH:4]=1.